Dataset: Forward reaction prediction with 1.9M reactions from USPTO patents (1976-2016). Task: Predict the product of the given reaction. (1) Given the reactants [F:1][C:2]1[CH:7]=[CH:6][C:5]([O:8][S:9]([CH3:12])(=[O:11])=[O:10])=[C:4]([CH2:13][OH:14])[CH:3]=1.[N+:15]([O-:18])(O)=[O:16], predict the reaction product. The product is: [F:1][C:2]1[C:7]([N+:15]([O-:18])=[O:16])=[CH:6][C:5]([O:8][S:9]([CH3:12])(=[O:11])=[O:10])=[C:4]([CH2:13][O:14][S:9]([OH:11])(=[O:10])=[O:8])[CH:3]=1. (2) Given the reactants C(OC(=O)[NH:7][CH:8]1[CH2:13][CH2:12][N:11]([CH2:14][CH2:15][N:16]2[CH:21]3[CH2:22][CH2:23][CH:17]2[CH2:18][CH:19]([OH:24])[CH2:20]3)[CH2:10][CH2:9]1)(C)(C)C.[ClH:26], predict the reaction product. The product is: [ClH:26].[ClH:26].[ClH:26].[NH2:7][CH:8]1[CH2:13][CH2:12][N:11]([CH2:14][CH2:15][N:16]2[CH:17]3[CH2:23][CH2:22][CH:21]2[CH2:20][CH:19]([OH:24])[CH2:18]3)[CH2:10][CH2:9]1. (3) Given the reactants [CH3:1][C:2]1[C:7]([C:8]([OH:10])=O)=[CH:6][CH:5]=[CH:4][N:3]=1.C(Cl)(=O)C([Cl:14])=O.CN(C)C=O, predict the reaction product. The product is: [CH3:1][C:2]1[C:7]([C:8]([Cl:14])=[O:10])=[CH:6][CH:5]=[CH:4][N:3]=1. (4) Given the reactants S(=O)(=O)(O)O.[CH3:6][C:7]1[CH:15]=[CH:14][C:13]([N+:16]([O-:18])=[O:17])=[CH:12][C:8]=1[C:9]([OH:11])=[O:10].[CH2:19](O)[CH3:20], predict the reaction product. The product is: [CH3:6][C:7]1[CH:15]=[CH:14][C:13]([N+:16]([O-:18])=[O:17])=[CH:12][C:8]=1[C:9]([O:11][CH2:19][CH3:20])=[O:10].